Dataset: Catalyst prediction with 721,799 reactions and 888 catalyst types from USPTO. Task: Predict which catalyst facilitates the given reaction. (1) Reactant: Cl[CH2:2][CH2:3][NH:4][C:5]([C:7]1[C:15]2[CH:14]=[CH:13][C:12]([C:22]3[CH:27]=[CH:26][CH:25]=[CH:24][CH:23]=3)([C:16]3[CH:21]=[CH:20][CH:19]=[CH:18][CH:17]=3)[CH2:11][C:10]=2[N:9]([CH2:28][O:29][CH2:30][CH2:31][Si:32]([CH3:35])([CH3:34])[CH3:33])[N:8]=1)=[O:6].[H-].[Na+].O.Cl. Product: [N:4]1([C:5]([C:7]2[C:15]3[CH:14]=[CH:13][C:12]([C:22]4[CH:27]=[CH:26][CH:25]=[CH:24][CH:23]=4)([C:16]4[CH:21]=[CH:20][CH:19]=[CH:18][CH:17]=4)[CH2:11][C:10]=3[N:9]([CH2:28][O:29][CH2:30][CH2:31][Si:32]([CH3:35])([CH3:34])[CH3:33])[N:8]=2)=[O:6])[CH2:2][CH2:3]1. The catalyst class is: 9. (2) Reactant: [ClH:1].[NH2:2][C:3]1[N:8]=[CH:7][N:6]=[C:5]2[N:9]([CH:20]([C:22]3[O:23][C:24](=[O:38])[C:25]4[C:30]([C:31]=3[C:32]3[CH2:33][CH2:34][NH:35][CH2:36][CH:37]=3)=[CH:29][CH:28]=[CH:27][CH:26]=4)[CH3:21])[N:10]=[C:11]([C:12]3[CH:17]=[C:16]([OH:18])[CH:15]=[C:14]([F:19])[CH:13]=3)[C:4]=12.[CH:39](=O)[C:40]1[CH:45]=[CH:44][N:43]=[CH:42][CH:41]=1.CCN(C(C)C)C(C)C.[O-]S([O-])(=O)=O.[Na+].[Na+].CC(O)=O.[BH-](OC(C)=O)(OC(C)=O)OC(C)=O.[Na+]. Product: [ClH:1].[NH2:2][C:3]1[N:8]=[CH:7][N:6]=[C:5]2[N:9]([CH:20]([C:22]3[O:23][C:24](=[O:38])[C:25]4[C:30]([C:31]=3[C:32]3[CH2:33][CH2:34][N:35]([CH2:39][C:40]5[CH:45]=[CH:44][N:43]=[CH:42][CH:41]=5)[CH2:36][CH:37]=3)=[CH:29][CH:28]=[CH:27][CH:26]=4)[CH3:21])[N:10]=[C:11]([C:12]3[CH:17]=[C:16]([OH:18])[CH:15]=[C:14]([F:19])[CH:13]=3)[C:4]=12. The catalyst class is: 2. (3) Reactant: [CH3:1][C:2]1[CH:7]=[C:6]([NH:8][C:9]2[CH:13]=[CH:12][N:11]([CH2:14][O:15][CH2:16][CH2:17][Si:18]([CH3:21])([CH3:20])[CH3:19])[N:10]=2)[N:5]=[C:4]([CH2:22][CH:23]2[CH2:28][CH2:27][N:26](C(OC(C)(C)C)=O)[CH2:25][CH2:24]2)[N:3]=1. Product: [CH3:1][C:2]1[N:3]=[C:4]([CH2:22][CH:23]2[CH2:24][CH2:25][NH:26][CH2:27][CH2:28]2)[N:5]=[C:6]([NH:8][C:9]2[CH:13]=[CH:12][N:11]([CH2:14][O:15][CH2:16][CH2:17][Si:18]([CH3:20])([CH3:19])[CH3:21])[N:10]=2)[CH:7]=1. The catalyst class is: 106. (4) Reactant: [Cl:1][C:2]1[C:11]2[C:6](=[CH:7][C:8]([OH:14])=[C:9]([O:12][CH3:13])[CH:10]=2)[N:5]=[CH:4][N:3]=1.[C:15]([N:18]1[CH2:23][CH2:22][N:21]([CH2:24][CH2:25][CH2:26]O)[CH2:20][CH2:19]1)(=[O:17])[CH3:16].C1(P(C2C=CC=CC=2)C2C=CC=CC=2)C=CC=CC=1.N(C([O-])=O)=NC([O-])=O. Product: [CH3:8][CH2:7][CH2:6][CH:11]([CH3:2])[CH3:10].[C:15]([N:18]1[CH2:23][CH2:22][N:21]([CH2:24][CH2:25][CH2:26][O:14][C:8]2[CH:7]=[C:6]3[C:11]([C:2]([Cl:1])=[N:3][CH:4]=[N:5]3)=[CH:10][C:9]=2[O:12][CH3:13])[CH2:20][CH2:19]1)(=[O:17])[CH3:16]. The catalyst class is: 4. (5) Reactant: [O:1]1[CH:5]=[CH:4][CH:3]=[C:2]1[C:6]([CH2:8][C:9]#[N:10])=O.COC(OC)[N:14]([CH3:16])C.C(=O)(O)O.[NH2:23][C:24](N)=[NH:25].C[O-].[Na+]. Product: [NH2:25][C:24]1[N:23]=[C:6]([C:2]2[O:1][CH:5]=[CH:4][CH:3]=2)[C:8]([C:16]#[N:14])=[CH:9][N:10]=1. The catalyst class is: 5. (6) Reactant: [N:1]1([CH2:6][CH2:7][NH2:8])[CH:5]=[CH:4][CH:3]=[CH:2]1.C=O.F[C:12](F)(F)C(O)=O. Product: [CH2:12]1[NH:8][CH2:7][CH2:6][N:1]2[CH:5]=[CH:4][CH:3]=[C:2]12. The catalyst class is: 8. (7) Reactant: Br[C:2]1[CH:3]=[C:4]([C:9]2[CH:14]=[CH:13][CH:12]=[CH:11][CH:10]=2)[CH:5]=[C:6]([Cl:8])[CH:7]=1.[C:15]1([C:21]2[C:29]3[S:28][C:27]4[C:30](B(O)O)=[CH:31][CH:32]=[CH:33][C:26]=4[C:25]=3[CH:24]=[CH:23][CH:22]=2)[CH:20]=[CH:19][CH:18]=[CH:17][CH:16]=1.C([O-])([O-])=O.[K+].[K+]. Product: [Cl:8][C:6]1[CH:7]=[C:2]([C:30]2[C:27]3[S:28][C:29]4[C:21]([C:15]5[CH:20]=[CH:19][CH:18]=[CH:17][CH:16]=5)=[CH:22][CH:23]=[CH:24][C:25]=4[C:26]=3[CH:33]=[CH:32][CH:31]=2)[CH:3]=[C:4]([C:9]2[CH:14]=[CH:13][CH:12]=[CH:11][CH:10]=2)[CH:5]=1. The catalyst class is: 398. (8) Reactant: [Na].Cl.[NH2:3][C:4]([NH2:6])=[NH:5].[CH2:7]([O:14][C:15]([N:17]1[CH2:21][CH2:20][CH2:19][CH:18]1[C:22](=O)[CH2:23][C:24](=O)[CH3:25])=[O:16])[C:8]1[CH:13]=[CH:12][CH:11]=[CH:10][CH:9]=1. Product: [CH2:7]([O:14][C:15]([N:17]1[CH2:21][CH2:20][CH2:19][CH:18]1[C:22]1[CH:23]=[C:24]([CH3:25])[N:3]=[C:4]([NH2:6])[N:5]=1)=[O:16])[C:8]1[CH:9]=[CH:10][CH:11]=[CH:12][CH:13]=1. The catalyst class is: 8. (9) Product: [CH3:3][C:2](=[CH2:4])[C:1]([O:6][CH2:10][CH2:11][CH2:12][CH2:13][CH2:14][CH2:15][O:16][C:17]([CH:19]1[CH2:20][CH2:21][CH:22]([CH:25]2[CH2:30][CH2:29][CH:28]([CH2:31][CH2:32][CH2:33][CH2:34][CH3:35])[CH2:27][CH2:26]2)[CH2:23][CH2:24]1)=[O:18])=[O:5]. Reactant: [C:1]([OH:6])(=[O:5])[C:2]([CH3:4])=[CH2:3].[H-].[Na+].Br[CH2:10][CH2:11][CH2:12][CH2:13][CH2:14][CH2:15][O:16][C:17]([CH:19]1[CH2:24][CH2:23][CH:22]([CH:25]2[CH2:30][CH2:29][CH:28]([CH2:31][CH2:32][CH2:33][CH2:34][CH3:35])[CH2:27][CH2:26]2)[CH2:21][CH2:20]1)=[O:18].O. The catalyst class is: 9. (10) Reactant: [CH:1]([C:4]1[N:5]([CH:9]([CH2:15][CH3:16])[C:10]([O:12]CC)=[O:11])[CH:6]=[CH:7][N:8]=1)([CH3:3])[CH3:2].Cl. Product: [CH:1]([C:4]1[N:5]([CH:9]([CH2:15][CH3:16])[C:10]([OH:12])=[O:11])[CH:6]=[CH:7][N:8]=1)([CH3:3])[CH3:2]. The catalyst class is: 1.